The task is: Regression. Given a peptide amino acid sequence and an MHC pseudo amino acid sequence, predict their binding affinity value. This is MHC class II binding data.. This data is from Peptide-MHC class II binding affinity with 134,281 pairs from IEDB. (1) The peptide sequence is ILVGDNSFVSAISQT. The MHC is DRB3_0101 with pseudo-sequence DRB3_0101. The binding affinity (normalized) is 0.435. (2) The peptide sequence is IFSKNLNIKLNMPLY. The MHC is DRB1_0802 with pseudo-sequence DRB1_0802. The binding affinity (normalized) is 0.393. (3) The peptide sequence is IGRGRVSPGNGWMIK. The MHC is DRB1_1101 with pseudo-sequence DRB1_1101. The binding affinity (normalized) is 0.398. (4) The peptide sequence is LNKMRAVWVDGKART. The MHC is HLA-DQA10401-DQB10402 with pseudo-sequence HLA-DQA10401-DQB10402. The binding affinity (normalized) is 0.0417. (5) The binding affinity (normalized) is 0.362. The peptide sequence is YFNLIDTKCYKLE. The MHC is DRB4_0101 with pseudo-sequence DRB4_0103. (6) The peptide sequence is IDGNCDGRGKSTRST. The MHC is HLA-DQA10201-DQB10301 with pseudo-sequence HLA-DQA10201-DQB10301. The binding affinity (normalized) is 0.196. (7) The peptide sequence is QEMIKYMTLVSAAER. The MHC is DRB1_0701 with pseudo-sequence DRB1_0701. The binding affinity (normalized) is 0.271.